From a dataset of Forward reaction prediction with 1.9M reactions from USPTO patents (1976-2016). Predict the product of the given reaction. Given the reactants [NH2:1][C:2]1[CH:3]=[CH:4][C:5]([O:24][CH2:25][CH2:26][CH3:27])=[C:6]([C:8]2[NH:13][C:12](=[O:14])[C:11]3=[C:15]([CH3:23])[N:16]=[C:17]([CH:18]4[CH2:22][CH2:21][CH2:20][CH2:19]4)[N:10]3[N:9]=2)[CH:7]=1.[CH2:28]([S:31](Cl)(=[O:33])=[O:32])[CH2:29][CH3:30].C(N(CC)CC)C, predict the reaction product. The product is: [CH2:25]([O:24][C:5]1[CH:4]=[CH:3][C:2]([NH:1][S:31]([CH2:28][CH2:29][CH3:30])(=[O:33])=[O:32])=[CH:7][C:6]=1[C:8]1[NH:13][C:12](=[O:14])[C:11]2=[C:15]([CH3:23])[N:16]=[C:17]([CH:18]3[CH2:22][CH2:21][CH2:20][CH2:19]3)[N:10]2[N:9]=1)[CH2:26][CH3:27].